Task: Predict which catalyst facilitates the given reaction.. Dataset: Catalyst prediction with 721,799 reactions and 888 catalyst types from USPTO (1) Reactant: C(O)(C(F)(F)F)=O.[Cl:8][C:9]1[CH:14]=[CH:13][CH:12]=[C:11]([Cl:15])[C:10]=1[N:16]1[CH:47]=[CH:46][C:19]2[N:20]=[C:21]([NH:24][C:25]3[CH:30]=[CH:29][C:28]([N:31]4[CH2:36][CH2:35][N:34](C(OC(C)(C)C)=O)[CH2:33][CH2:32]4)=[C:27]([CH2:44][OH:45])[CH:26]=3)[N:22]=[CH:23][C:18]=2[C:17]1=[O:48]. Product: [Cl:15][C:11]1[CH:12]=[CH:13][CH:14]=[C:9]([Cl:8])[C:10]=1[N:16]1[CH:47]=[CH:46][C:19]2[N:20]=[C:21]([NH:24][C:25]3[CH:30]=[CH:29][C:28]([N:31]4[CH2:32][CH2:33][NH:34][CH2:35][CH2:36]4)=[C:27]([CH2:44][OH:45])[CH:26]=3)[N:22]=[CH:23][C:18]=2[C:17]1=[O:48]. The catalyst class is: 2. (2) The catalyst class is: 46. Reactant: [CH2:1]([C:3]1[N:8]([C:9]2[CH:14]=[CH:13][C:12]([O:15][CH:16]3[CH2:20][CH2:19][CH2:18][C@H:17]3[OH:21])=[CH:11][CH:10]=2)[C:7](=[O:22])[C:6]([CH2:23][C:24]2[CH:29]=[CH:28][C:27]([C:30]3[CH:35]=[CH:34][CH:33]=[CH:32][C:31]=3[C:36]3[NH:40][C:39](=[O:41])[O:38][N:37]=3)=[CH:26][CH:25]=2)=[C:5]([CH2:42][CH2:43][CH3:44])[N:4]=1)[CH3:2].CC(OI1(OC(C)=O)(OC(C)=O)OC(=O)C2C1=CC=CC=2)=O.C(OCC)(=O)C.S([O-])([O-])(=O)=S.[Na+].[Na+]. Product: [CH2:1]([C:3]1[N:8]([C:9]2[CH:10]=[CH:11][C:12]([O:15][CH:16]3[CH2:20][CH2:19][CH2:18][C:17]3=[O:21])=[CH:13][CH:14]=2)[C:7](=[O:22])[C:6]([CH2:23][C:24]2[CH:29]=[CH:28][C:27]([C:30]3[CH:35]=[CH:34][CH:33]=[CH:32][C:31]=3[C:36]3[NH:40][C:39](=[O:41])[O:38][N:37]=3)=[CH:26][CH:25]=2)=[C:5]([CH2:42][CH2:43][CH3:44])[N:4]=1)[CH3:2]. (3) Reactant: [F:1][C:2]([F:20])([F:19])[C:3]1[CH:8]=[CH:7][C:6]([C:9]2[CH:18]=[N:17][C:12]3[O:13][CH2:14][CH2:15][NH:16][C:11]=3[CH:10]=2)=[CH:5][CH:4]=1.[Br:21][C:22]1[CH:23]=[C:24]([CH:28]=[C:29]([Br:33])[C:30]=1[O:31][CH3:32])[C:25](Cl)=[O:26].C(N(CC)CC)C.O. Product: [Br:21][C:22]1[CH:23]=[C:24]([C:25]([N:16]2[CH2:15][CH2:14][O:13][C:12]3[N:17]=[CH:18][C:9]([C:6]4[CH:5]=[CH:4][C:3]([C:2]([F:1])([F:19])[F:20])=[CH:8][CH:7]=4)=[CH:10][C:11]2=3)=[O:26])[CH:28]=[C:29]([Br:33])[C:30]=1[O:31][CH3:32]. The catalyst class is: 4. (4) Reactant: [F:1][C:2]1[CH:7]=[CH:6][C:5]([S:8]([N:11]2[C:20]3[C:15](=[CH:16][C:17]([C:21]([OH:30])([C:26]([F:29])([F:28])[F:27])[C:22]([F:25])([F:24])[F:23])=[CH:18][CH:19]=3)[CH2:14][CH2:13][C@H:12]2[CH2:31][C:32]([O:34]CC2C=CC=CC=2)=[O:33])(=[O:10])=[O:9])=[CH:4][CH:3]=1. Product: [F:1][C:2]1[CH:7]=[CH:6][C:5]([S:8]([N:11]2[C:20]3[C:15](=[CH:16][C:17]([C:21]([OH:30])([C:22]([F:24])([F:23])[F:25])[C:26]([F:28])([F:27])[F:29])=[CH:18][CH:19]=3)[CH2:14][CH2:13][C@H:12]2[CH2:31][C:32]([OH:34])=[O:33])(=[O:9])=[O:10])=[CH:4][CH:3]=1. The catalyst class is: 43.